This data is from Forward reaction prediction with 1.9M reactions from USPTO patents (1976-2016). The task is: Predict the product of the given reaction. (1) Given the reactants [NH2:1][CH:2]([CH2:6][CH:7]1[CH2:14][CH2:13][CH2:12][CH2:11][CH2:10][CH2:9][CH2:8]1)[C:3]([OH:5])=[O:4].[C:15](#N)[CH3:16], predict the reaction product. The product is: [CH:7]1([CH2:6][CH:2]([N:1]2[CH2:16][C:15]3[C:2](=[CH:6][CH:7]=[CH:8][CH:9]=3)[C:3]2=[O:4])[C:3]([OH:5])=[O:4])[CH2:14][CH2:13][CH2:12][CH2:11][CH2:10][CH2:9][CH2:8]1. (2) The product is: [CH3:1][O:2][C:3]1[CH:11]=[CH:10][C:6]([C:7]([NH:42][C:38]([CH3:39])([C:40]#[CH:41])[CH3:37])=[O:9])=[C:5]([NH:12][CH2:13][CH2:14][CH3:15])[CH:4]=1. Given the reactants [CH3:1][O:2][C:3]1[CH:11]=[CH:10][C:6]([C:7]([OH:9])=O)=[C:5]([NH:12][CH2:13][CH2:14][CH3:15])[CH:4]=1.CCN=C=NCCCN(C)C.C1C=CC2N(O)N=NC=2C=1.[CH3:37][C:38]([NH2:42])([C:40]#[CH:41])[CH3:39], predict the reaction product.